Predict which catalyst facilitates the given reaction. From a dataset of Catalyst prediction with 721,799 reactions and 888 catalyst types from USPTO. (1) Reactant: [CH2:1]([SH:3])[CH3:2].[Cl-].[C:5]([C:14]([NH3+])([C:24](=O)CCCCCCC)[C:15](=[O:23])CCCCCCC)(=O)CCCCCCC.[OH-:34].[Na+].[C:36](=[S:38])=[S:37].C(Cl)(Cl)Cl.Cl. Product: [CH2:1]([S:3][C:36]([S:38][C:14]([CH3:5])([CH3:24])[C:15]([OH:34])=[O:23])=[S:37])[CH3:2]. The catalyst class is: 283. (2) Reactant: [F:1][C:2]([F:16])([F:15])[C:3]([NH:5][C@H:6]([CH3:14])[CH2:7][C:8]1[CH:13]=[CH:12][CH:11]=[CH:10][CH:9]=1)=[O:4].Cl[S:18]([C:21]1[CH:22]=[CH:23][C:24]([OH:31])=[C:25]([CH:30]=1)[C:26]([O:28][CH3:29])=[O:27])(=[O:20])=[O:19].[Cl-].[Al+3].[Cl-].[Cl-].C(Cl)(Cl)Cl. Product: [OH:31][C:24]1[CH:23]=[CH:22][C:21]([S:18]([C:11]2[CH:12]=[CH:13][C:8]([CH2:7][C@H:6]([NH:5][C:3](=[O:4])[C:2]([F:15])([F:16])[F:1])[CH3:14])=[CH:9][CH:10]=2)(=[O:20])=[O:19])=[CH:30][C:25]=1[C:26]([O:28][CH3:29])=[O:27]. The catalyst class is: 325.